This data is from Forward reaction prediction with 1.9M reactions from USPTO patents (1976-2016). The task is: Predict the product of the given reaction. (1) Given the reactants [OH:1][N:2]=[C:3]([C:5]1[NH:6][CH:7]=[C:8]([CH3:10])[CH:9]=1)[NH2:4].[F:11][C:12]1[CH:13]=[CH:14][C:15]2[C:21](=[O:22])[N:20]3[CH2:23][C@H:24]([C:27](Cl)=O)[CH2:25][CH2:26][C@H:19]3[CH2:18][CH2:17][C:16]=2[N:30]=1.C([O-])(O)=O.[Na+], predict the reaction product. The product is: [F:11][C:12]1[CH:13]=[CH:14][C:15]2[C:21](=[O:22])[N:20]3[CH2:23][C@@H:24]([C:27]4[O:1][N:2]=[C:3]([C:5]5[NH:6][CH:7]=[C:8]([CH3:10])[CH:9]=5)[N:4]=4)[CH2:25][CH2:26][C@H:19]3[CH2:18][CH2:17][C:16]=2[N:30]=1. (2) Given the reactants C1C=CC(P(C2C=CC=CC=2)C2C=CC=CC=2)=CC=1.[F:20][C:21]1[CH:26]=[C:25]([F:27])[CH:24]=[CH:23][C:22]=1[C:28]1[N:29]=[C:30]2[C:35]([CH2:36][CH3:37])=[N:34][CH:33]=[CH:32][N:31]2[CH:38]=1.I[C:40]1[CH:45]=[CH:44][N:43]=[C:42]([S:46][CH3:47])[N:41]=1, predict the reaction product. The product is: [F:20][C:21]1[CH:26]=[C:25]([F:27])[CH:24]=[CH:23][C:22]=1[C:28]1[N:29]=[C:30]2[C:35]([CH2:36][CH3:37])=[N:34][CH:33]=[CH:32][N:31]2[C:38]=1[C:40]1[CH:45]=[CH:44][N:43]=[C:42]([S:46][CH3:47])[N:41]=1. (3) Given the reactants [N:1]1([C:5]2[CH:10]=[C:9]([CH2:11][O:12][CH2:13][C:14]([F:17])([F:16])[F:15])[N:8]=[C:7](Cl)[N:6]=2)[CH2:4][CH2:3][CH2:2]1.[CH3:19][O:20][C:21]1[CH:22]=[C:23]([CH:25]=[CH:26][C:27]=1[N:28]1[CH:32]=[C:31]([CH3:33])[N:30]=[CH:29]1)[NH2:24].C(=O)([O-])[O-].[Cs+].[Cs+].C1(P(C2CCCCC2)C2C=CC=CC=2C2C=CC=CC=2)CCCCC1, predict the reaction product. The product is: [N:1]1([C:5]2[CH:10]=[C:9]([CH2:11][O:12][CH2:13][C:14]([F:17])([F:16])[F:15])[N:8]=[C:7]([NH:24][C:23]3[CH:25]=[CH:26][C:27]([N:28]4[CH:32]=[C:31]([CH3:33])[N:30]=[CH:29]4)=[C:21]([O:20][CH3:19])[CH:22]=3)[N:6]=2)[CH2:4][CH2:3][CH2:2]1. (4) Given the reactants C(O[C:4]([C:6]1[CH:7]=[C:8]([CH3:16])[C:9]([F:15])=[C:10]2[C:14]=1[NH:13][CH:12]=[CH:11]2)=[O:5])C.[OH-].[K+].[C:19]([C:23]1[CH:39]=[CH:38][C:26]([CH2:27][NH:28][CH2:29][CH2:30][C:31]2[CH:36]=[CH:35][C:34]([F:37])=[CH:33][CH:32]=2)=[CH:25][CH:24]=1)([CH3:22])([CH3:21])[CH3:20].CN1CCOCC1.CN(C(ON1N=NC2C=CC=CC1=2)=[N+](C)C)C.F[P-](F)(F)(F)(F)F, predict the reaction product. The product is: [C:19]([C:23]1[CH:39]=[CH:38][C:26]([CH2:27][N:28]([CH2:29][CH2:30][C:31]2[CH:36]=[CH:35][C:34]([F:37])=[CH:33][CH:32]=2)[C:4]([C:6]2[CH:7]=[C:8]([CH3:16])[C:9]([F:15])=[C:10]3[C:14]=2[NH:13][CH:12]=[CH:11]3)=[O:5])=[CH:25][CH:24]=1)([CH3:22])([CH3:20])[CH3:21]. (5) Given the reactants [CH3:1][C:2]1[O:3][C:4]([C:17](OC)=[O:18])=[C:5]([C:7]2[CH:16]=[CH:15][C:14]3[CH2:13][CH2:12][CH2:11][CH2:10][C:9]=3[CH:8]=2)[N:6]=1.[H-].[Al+3].[Li+].[H-].[H-].[H-].O, predict the reaction product. The product is: [CH3:1][C:2]1[O:3][C:4]([CH2:17][OH:18])=[C:5]([C:7]2[CH:16]=[CH:15][C:14]3[CH2:13][CH2:12][CH2:11][CH2:10][C:9]=3[CH:8]=2)[N:6]=1. (6) Given the reactants C(Cl)(=O)C(Cl)=O.[CH:7]([S:10][C:11]1[CH:19]=[CH:18][C:17]([N+:20]([O-:22])=[O:21])=[CH:16][C:12]=1[C:13](O)=[O:14])([CH3:9])[CH3:8].Cl.CN.[N:26]1C=CC=C[CH:27]=1, predict the reaction product. The product is: [CH:7]([S:10][C:11]1[CH:19]=[CH:18][C:17]([N+:20]([O-:22])=[O:21])=[CH:16][C:12]=1[C:13]([NH:26][CH3:27])=[O:14])([CH3:9])[CH3:8]. (7) Given the reactants [H-].[H-].[H-].[H-].[Li+].[Al+3].[CH2:7]([N:14]1[CH2:29][CH2:28][N:17]2[C:18]3[N:27]=[CH:26][CH:25]=[CH:24][C:19]=3[NH:20][C:21](=O)[CH2:22][CH:16]2[CH2:15]1)[C:8]1[CH:13]=[CH:12][CH:11]=[CH:10][CH:9]=1, predict the reaction product. The product is: [CH2:7]([N:14]1[CH2:29][CH2:28][N:17]2[C:18]3[N:27]=[CH:26][CH:25]=[CH:24][C:19]=3[NH:20][CH2:21][CH2:22][CH:16]2[CH2:15]1)[C:8]1[CH:13]=[CH:12][CH:11]=[CH:10][CH:9]=1. (8) Given the reactants [CH:1]1([CH2:4][OH:5])[CH2:3][CH2:2]1.CC(C)([O-])C.[K+].[Cl:12][C:13]1[CH:14]=[C:15]([NH:20][C:21]2[C:30]3[C:25](=[CH:26][C:27](F)=[C:28]([N+:31]([O-:33])=[O:32])[CH:29]=3)[N:24]=[CH:23][N:22]=2)[CH:16]=[CH:17][C:18]=1[F:19].Cl, predict the reaction product. The product is: [Cl:12][C:13]1[CH:14]=[C:15]([NH:20][C:21]2[C:30]3[C:25](=[CH:26][C:27]([O:5][CH2:4][CH:1]4[CH2:3][CH2:2]4)=[C:28]([N+:31]([O-:33])=[O:32])[CH:29]=3)[N:24]=[CH:23][N:22]=2)[CH:16]=[CH:17][C:18]=1[F:19].